Task: Predict the product of the given reaction.. Dataset: Forward reaction prediction with 1.9M reactions from USPTO patents (1976-2016) (1) The product is: [Br:3][C:4]1[CH:5]=[CH:6][C:7]([C:10]2[CH:15]=[CH:14][C:13]([C:16]([OH:18])=[O:17])=[CH:12][CH:11]=2)=[CH:8][CH:9]=1. Given the reactants [OH-].[Na+].[Br:3][C:4]1[CH:9]=[CH:8][C:7]([C:10]2[CH:15]=[CH:14][C:13]([C:16]([O:18]CC)=[O:17])=[CH:12][CH:11]=2)=[CH:6][CH:5]=1.Cl, predict the reaction product. (2) Given the reactants [Cl:1][C:2]1[C:3]([O:13][CH:14]([C:19]2[CH:20]=[N:21][CH:22]=[CH:23][CH:24]=2)[C:15]([F:18])([F:17])[F:16])=[N:4][C:5]2[C:10]([N:11]=1)=[CH:9][C:8](N)=[CH:7][CH:6]=2.N([O-])=O.[Na+].NC(N)=O.[I-:33].[K+].C(=O)(O)[O-].[Na+].S([O-])([O-])(=O)=S.[Na+].[Na+], predict the reaction product. The product is: [Cl:1][C:2]1[C:3]([O:13][CH:14]([C:19]2[CH:20]=[N:21][CH:22]=[CH:23][CH:24]=2)[C:15]([F:18])([F:17])[F:16])=[N:4][C:5]2[C:10]([N:11]=1)=[CH:9][C:8]([I:33])=[CH:7][CH:6]=2. (3) Given the reactants [F:1][C:2]1[CH:7]=[CH:6][CH:5]=[C:4]([F:8])[C:3]=1[C:9]1[NH:10][C:11]2[C:16]([CH:17]=1)=[CH:15][C:14](B1OC(C)(C)C(C)(C)O1)=[CH:13][CH:12]=2.[CH3:27][C:28]1[S:32][C:31]([C:33]2[CH:38]=[N:37][CH:36]=[CH:35][N:34]=2)=[N:30][C:29]=1OS(C(F)(F)F)(=O)=O.C(=O)([O-])[O-].[K+].[K+].O1CCOCC1, predict the reaction product. The product is: [F:8][C:4]1[CH:5]=[CH:6][CH:7]=[C:2]([F:1])[C:3]=1[C:9]1[NH:10][C:11]2[C:16]([CH:17]=1)=[CH:15][C:14]([C:29]1[N:30]=[C:31]([C:33]3[CH:38]=[N:37][CH:36]=[CH:35][N:34]=3)[S:32][C:28]=1[CH3:27])=[CH:13][CH:12]=2. (4) Given the reactants IC1[C:10]2[C:5](=[CH:6][CH:7]=[C:8]([N:11]([S:19]([C:22]3[CH:27]=[CH:26][CH:25]=[CH:24][C:23]=3[S:28]([CH3:31])(=[O:30])=[O:29])(=[O:21])=[O:20])C(OC(C)(C)C)=O)[CH:9]=2)[N:4](C(OC(C)(C)C)=O)[N:3]=1.C(=O)([O-])[O-].[Cs+].[Cs+].C1(P(C2CCCCC2)C2C=CC=CC=2[C:58]2[CH:63]=[CH:62][CH:61]=[CH:60][C:59]=2[N:64]([CH3:66])C)CCCCC1.NC1C=CC=CC=1.FC(F)(F)C(O)=O.C(=O)([O-])O.[Na+], predict the reaction product. The product is: [CH3:31][S:28]([C:23]1[CH:24]=[CH:25][CH:26]=[CH:27][C:22]=1[S:19]([NH:11][C:8]1[CH:7]=[C:6]2[C:5](=[CH:10][CH:9]=1)[NH:4][N:3]=[C:66]2[NH:64][C:59]1[CH:58]=[CH:63][CH:62]=[CH:61][CH:60]=1)(=[O:21])=[O:20])(=[O:30])=[O:29]. (5) Given the reactants [CH2:1]([O:3][C:4](=[O:25])[C:5]([CH3:24])([O:17][C:18]1[CH:23]=[CH:22][CH:21]=[CH:20][CH:19]=1)[CH2:6][C:7]1[CH:12]=[CH:11][C:10]([OH:13])=[C:9]([CH2:14][CH:15]=[CH2:16])[CH:8]=1)[CH3:2], predict the reaction product. The product is: [CH2:1]([O:3][C:4](=[O:25])[C:5]([CH3:24])([O:17][C:18]1[CH:23]=[CH:22][CH:21]=[CH:20][CH:19]=1)[CH2:6][C:7]1[CH:12]=[CH:11][C:10]([OH:13])=[C:9]([CH2:14][CH2:15][CH3:16])[CH:8]=1)[CH3:2]. (6) The product is: [CH2:1]([O:8][C:9]1[CH:17]=[CH:16][C:15]([C:18]2[CH:27]=[CH:26][C:25]3[C:20](=[CH:21][CH:22]=[C:23]([O:28][CH3:29])[CH:24]=3)[C:19]=2[O:30][C:31]2[CH:32]=[CH:33][C:34]([O:37][CH2:38][CH2:39][N:40]3[CH2:45][CH2:44][CH2:43][CH2:42][CH2:41]3)=[CH:35][CH:36]=2)=[CH:14][C:10]=1[C:11]([N:47]([CH3:48])[CH3:46])=[O:12])[C:2]1[CH:3]=[CH:4][CH:5]=[CH:6][CH:7]=1. Given the reactants [CH2:1]([O:8][C:9]1[CH:17]=[CH:16][C:15]([C:18]2[CH:27]=[CH:26][C:25]3[C:20](=[CH:21][CH:22]=[C:23]([O:28][CH3:29])[CH:24]=3)[C:19]=2[O:30][C:31]2[CH:36]=[CH:35][C:34]([O:37][CH2:38][CH2:39][N:40]3[CH2:45][CH2:44][CH2:43][CH2:42][CH2:41]3)=[CH:33][CH:32]=2)=[CH:14][C:10]=1[C:11](O)=[O:12])[C:2]1[CH:7]=[CH:6][CH:5]=[CH:4][CH:3]=1.[CH3:46][NH:47][CH3:48].O1CCCC1.O.ON1C2C=CC=CC=2N=N1.C(N(CC)CC)C.Cl.CN(C)CCCN=C=NCC, predict the reaction product. (7) Given the reactants C([O:5][C:6](=[O:39])[C:7]([S:10][C:11]1[S:12][CH:13]=[C:14]([CH2:16][CH2:17][N:18]([CH2:27][C:28]2[CH:33]=[CH:32][C:31]([C:34]([NH:36][CH2:37][CH3:38])=[O:35])=[CH:30][CH:29]=2)[C:19]2[N:24]=[CH:23][C:22]([CH2:25][CH3:26])=[CH:21][N:20]=2)[N:15]=1)([CH3:9])[CH3:8])(C)(C)C.FC(F)(F)C(O)=O, predict the reaction product. The product is: [CH2:37]([NH:36][C:34]([C:31]1[CH:30]=[CH:29][C:28]([CH2:27][N:18]([C:19]2[N:24]=[CH:23][C:22]([CH2:25][CH3:26])=[CH:21][N:20]=2)[CH2:17][CH2:16][C:14]2[N:15]=[C:11]([S:10][C:7]([CH3:9])([CH3:8])[C:6]([OH:39])=[O:5])[S:12][CH:13]=2)=[CH:33][CH:32]=1)=[O:35])[CH3:38]. (8) Given the reactants [F:1][C:2]1[CH:29]=[CH:28][CH:27]=[CH:26][C:3]=1[CH2:4][N:5]1[C:9]2=[N:10][CH:11]=[CH:12][CH:13]=[C:8]2[C:7]([C:14]2[N:22]=[C:21]3[C:17]([N:18]([CH3:24])[C:19](=[O:23])[NH:20]3)=[C:16](I)[N:15]=2)=[N:6]1, predict the reaction product. The product is: [F:1][C:2]1[CH:29]=[CH:28][CH:27]=[CH:26][C:3]=1[CH2:4][N:5]1[C:9]2=[N:10][CH:11]=[CH:12][CH:13]=[C:8]2[C:7]([C:14]2[N:22]=[C:21]3[C:17]([N:18]([CH3:24])[C:19](=[O:23])[NH:20]3)=[CH:16][N:15]=2)=[N:6]1. (9) The product is: [Cl:1][C:2]1[C:3]([NH:25][C:26]2[CH:30]=[C:29]([CH3:31])[NH:28][N:27]=2)=[N:4][C:5]([NH:8][C:9]2[C:18]3[C:13](=[CH:14][CH:15]=[CH:16][CH:17]=3)[C:12]([CH:19]3[CH2:24][CH2:23][N:22]([CH2:33][C:34]([NH2:36])=[O:35])[CH2:21][CH2:20]3)=[CH:11][CH:10]=2)=[N:6][CH:7]=1. Given the reactants [Cl:1][C:2]1[C:3]([NH:25][C:26]2[CH:30]=[C:29]([CH3:31])[NH:28][N:27]=2)=[N:4][C:5]([NH:8][C:9]2[C:18]3[C:13](=[CH:14][CH:15]=[CH:16][CH:17]=3)[C:12]([CH:19]3[CH2:24][CH2:23][NH:22][CH2:21][CH2:20]3)=[CH:11][CH:10]=2)=[N:6][CH:7]=1.Br[CH2:33][C:34]([NH2:36])=[O:35].C(N(CC)CC)C, predict the reaction product. (10) Given the reactants [CH3:1][S:2][C:3]1[N:8]=[CH:7][N:6]=[C:5]([NH:9][NH2:10])[CH:4]=1.N=[C:12]([CH3:16])[CH2:13][C:14]#[N:15].C(O)C, predict the reaction product. The product is: [CH3:16][C:12]1[CH:13]=[C:14]([NH2:15])[N:9]([C:5]2[CH:4]=[C:3]([S:2][CH3:1])[N:8]=[CH:7][N:6]=2)[N:10]=1.